This data is from Full USPTO retrosynthesis dataset with 1.9M reactions from patents (1976-2016). The task is: Predict the reactants needed to synthesize the given product. (1) Given the product [OH:1][CH2:2][CH2:3][NH:4][C:5]([N:7]1[CH2:12][CH2:11][CH:10]([C:13]2[CH:18]=[CH:17][C:16]([NH:19][C:20]([C:22]3[NH:23][CH:24]=[C:25]([C:27]#[N:28])[N:26]=3)=[O:21])=[C:15]([CH:37]3[CH2:38][CH:39]=[CH:40][CH2:41][CH2:42]3)[CH:14]=2)[CH2:9][CH2:8]1)=[O:6], predict the reactants needed to synthesize it. The reactants are: [OH:1][CH2:2][CH2:3][NH:4][C:5]([N:7]1[CH2:12][CH2:11][CH:10]([C:13]2[CH:18]=[CH:17][C:16]([NH:19][C:20]([C:22]3[N:23](COCC[Si](C)(C)C)[CH:24]=[C:25]([C:27]#[N:28])[N:26]=3)=[O:21])=[C:15]([C:37]3[CH2:42][CH2:41][CH2:40][CH2:39][CH:38]=3)[CH:14]=2)[CH2:9][CH2:8]1)=[O:6].CCO.C(O)(C(F)(F)F)=O. (2) Given the product [NH2:47][C:45]1[N:44]=[CH:43][N:42]=[C:41]2[N:40]([CH:2]([C:4]3[O:5][C:6](=[O:28])[C:7]4[C:12]([C:13]=3[C:14]3[CH:19]=[CH:18][CH:17]=[C:16]([CH2:20][N:21]5[CH2:26][CH2:25][N:24]([CH3:27])[CH2:23][CH2:22]5)[CH:15]=3)=[CH:11][CH:10]=[CH:9][CH:8]=4)[CH3:3])[N:39]=[C:38]([C:32]3[CH:33]=[C:34]([O:36][CH3:37])[CH:35]=[C:30]([F:29])[CH:31]=3)[C:46]=12, predict the reactants needed to synthesize it. The reactants are: O[CH:2]([C:4]1[O:5][C:6](=[O:28])[C:7]2[C:12]([C:13]=1[C:14]1[CH:19]=[CH:18][CH:17]=[C:16]([CH2:20][N:21]3[CH2:26][CH2:25][N:24]([CH3:27])[CH2:23][CH2:22]3)[CH:15]=1)=[CH:11][CH:10]=[CH:9][CH:8]=2)[CH3:3].[F:29][C:30]1[CH:31]=[C:32]([C:38]2[C:46]3[C:41](=[N:42][CH:43]=[N:44][C:45]=3[NH2:47])[NH:40][N:39]=2)[CH:33]=[C:34]([O:36][CH3:37])[CH:35]=1. (3) Given the product [C:35]1([NH:34][C:32]([C:31]2[CH:30]=[C:29]([NH:28][C:4]([CH:6]3[C:14]4[C:9](=[CH:10][CH:11]=[C:12]([C:15]([CH:20]5[CH2:21][CH2:22][CH2:23][CH2:24]5)=[O:16])[CH:13]=4)[N:8]([CH2:25][CH3:26])[C:7]3=[O:27])=[O:3])[CH:43]=[CH:42][CH:41]=2)=[O:33])[CH:40]=[CH:39][CH:38]=[CH:37][CH:36]=1, predict the reactants needed to synthesize it. The reactants are: C([O:3][C:4]([CH:6]1[C:14]2[C:9](=[CH:10][CH:11]=[C:12]([C:15]3([CH:20]4[CH2:24][CH2:23][CH2:22][CH2:21]4)OCC[O:16]3)[CH:13]=2)[N:8]([CH2:25][CH3:26])[C:7]1=[O:27])=O)C.[NH2:28][C:29]1[CH:30]=[C:31]([CH:41]=[CH:42][CH:43]=1)[C:32]([NH:34][C:35]1[CH:40]=[CH:39][CH:38]=[CH:37][CH:36]=1)=[O:33]. (4) Given the product [NH2:10][C:8]1[CH:9]=[C:4]2[C:5]([C:13]([OH:22])([C:18]([F:21])([F:20])[F:19])[C:14](=[O:15])[NH:1]2)=[CH:6][CH:7]=1, predict the reactants needed to synthesize it. The reactants are: [N+:1]([C:4]1[CH:9]=[C:8]([N+:10]([O-])=O)[CH:7]=[CH:6][C:5]=1[C:13]([OH:22])([C:18]([F:21])([F:20])[F:19])[C:14](OC)=[O:15])([O-])=O. (5) Given the product [OH:1][C:2]([CH3:33])([CH3:32])[CH2:3][N:4]1[CH:8]=[CH:7][C:6]([NH:9][C:10](=[O:31])[C@@H:11]([N:16]2[CH2:20][C:19]([O:21][C:22]3[C:23]4[N:29]=[CH:39][O:28][C:24]=4[CH:25]=[CH:26][CH:27]=3)=[CH:18][C:17]2=[O:30])[CH2:12][CH:13]([CH3:15])[CH3:14])=[N:5]1, predict the reactants needed to synthesize it. The reactants are: [OH:1][C:2]([CH3:33])([CH3:32])[CH2:3][N:4]1[CH:8]=[CH:7][C:6]([NH:9][C:10](=[O:31])[C@@H:11]([N:16]2[CH2:20][C:19]([O:21][C:22]3[CH:27]=[CH:26][CH:25]=[C:24]([OH:28])[C:23]=3[NH2:29])=[CH:18][C:17]2=[O:30])[CH2:12][CH:13]([CH3:15])[CH3:14])=[N:5]1.O.[OH-].[Li+].Cl.O[C@@H:39](CO)CN1C=CC(NC(=O)[C@@H](N2CC(OC3C=CC=C(Cl)C=3Cl)=CC2=O)CC(C)C)=N1.C(N(CC)C(C)C)(C)C.F[P-](F)(F)(F)(F)F.N1(O[P+](N(C)C)(N(C)C)N(C)C)C2C=CC=CC=2N=N1. (6) Given the product [Br:16][C:17]1[CH:22]=[CH:21][C:20]([S:23]([NH:1][C:2]2[S:3][CH:4]=[CH:5][N:6]=2)(=[O:24])=[O:25])=[C:19]([F:27])[CH:18]=1, predict the reactants needed to synthesize it. The reactants are: [NH2:1][C:2]1[S:3][CH:4]=[CH:5][N:6]=1.N1C=CC=CC=1.C(Cl)Cl.[Br:16][C:17]1[CH:22]=[CH:21][C:20]([S:23](Cl)(=[O:25])=[O:24])=[C:19]([F:27])[CH:18]=1. (7) Given the product [ClH:46].[ClH:46].[NH2:7][C@@H:8]([CH:33]1[CH2:38][CH2:37][CH2:36][CH2:35][CH2:34]1)[C:9]([N:11]1[C@H:16]([C:17]([NH:18][C@H:19]2[C:28]3[C:23](=[CH:24][CH:25]=[CH:26][CH:27]=3)[O:22][CH2:21][CH2:20]2)=[O:29])[CH2:15][N:14]2[CH2:30][CH2:31][CH2:32][C@H:13]2[CH2:12]1)=[O:10], predict the reactants needed to synthesize it. The reactants are: C(OC(=O)[NH:7][C@@H:8]([CH:33]1[CH2:38][CH2:37][CH2:36][CH2:35][CH2:34]1)[C:9]([N:11]1[C@H:16]([C:17](=[O:29])[NH:18][C@H:19]2[C:28]3[C:23](=[CH:24][CH:25]=[CH:26][CH:27]=3)[O:22][CH2:21][CH2:20]2)[CH2:15][N:14]2[CH2:30][CH2:31][CH2:32][C@H:13]2[CH2:12]1)=[O:10])(C)(C)C.C(OCC)(=O)C.[ClH:46]. (8) Given the product [Br:1][C:2]1[CH:7]=[CH:6][C:5]([S:8]([NH:13][C:14]2[N:19]=[C:18]([NH:20][C:21](=[O:33])[C:22]([NH:25][C:26](=[O:32])[O:27][C:28]([CH3:29])([CH3:30])[CH3:31])([CH3:24])[CH3:23])[CH:17]=[CH:16][C:15]=2[O:34][CH3:35])(=[O:10])=[O:9])=[CH:4][C:3]=1[F:12], predict the reactants needed to synthesize it. The reactants are: [Br:1][C:2]1[CH:7]=[CH:6][C:5]([S:8](Cl)(=[O:10])=[O:9])=[CH:4][C:3]=1[F:12].[NH2:13][C:14]1[N:19]=[C:18]([NH:20][C:21](=[O:33])[C:22]([NH:25][C:26](=[O:32])[O:27][C:28]([CH3:31])([CH3:30])[CH3:29])([CH3:24])[CH3:23])[CH:17]=[CH:16][C:15]=1[O:34][CH3:35].